This data is from Experimentally validated miRNA-target interactions with 360,000+ pairs, plus equal number of negative samples. The task is: Binary Classification. Given a miRNA mature sequence and a target amino acid sequence, predict their likelihood of interaction. (1) The miRNA is mmu-miR-146a-3p with sequence CCUGUGAAAUUCAGUUCUUCAG. The protein sequence of the target gene is MPRLLTPLLCLTLLPALAARGLRCSQPSGTCLNGGRCEVANGTEACVCSGAFVGQRCQDSNPCLSTPCKNAGTCHVVDHGGTVDYACSCPLGFSGPLCLTPLDNACLANPCRNGGTCDLLTLTEYKCRCPPGWSGKSCQQADPCASNPCANGGQCLPFESSYICRCPPGFHGPTCRQDVNECSQNPGLCRHGGTCHNEIGSYRCACRATHTGPHCELPYVPCSPSPCQNGGTCRPTGDTTHECACLPGFAGQNCEENVDDCPGNNCKNGGACVDGVNTYNCRCPPEWTGQYCTEDVDECQ.... Result: 1 (interaction). (2) The miRNA is mmu-miR-346-5p with sequence UGUCUGCCCGAGUGCCUGCCUCU. The protein sequence of the target gene is MFSPGQEEPSAPNKEPVKYRELVVLGYNGALPNGDRGRRKSRFALYKRTYASGVKPSTIHMVSTPQASKAISSRGHHSISYTLSRSQTVVVEYTHDKDTDMFQVGRSTESPIDFVVTDTVSGGQNEDAQITQSTISRFACRIVCDRNEPYTARIFAAGFDSSKNIFLGEKAAKWKNPDGHMDGLTTNGVLVMHPQGGFTEESQPGVWREISVCGDVYTLRETRSAQQRGKLVESETNVLQDGSLIDLCGATLLWRTADGLFHAPTQKHIEALRQEINAARPQCPVGLNTLAFPSINRKEV.... Result: 1 (interaction). (3) The miRNA is cel-miR-786-3p with sequence UAAUGCCCUGAAUGAUGUUCAAU. The protein sequence of the target gene is MGSVTSKTNDELESFLNKRLGGSMTSSNKTVSVLLGAQWGDEGKGKIIDYLIENHKINVTARCQGGNNAGHTVVANGRKYDFHILPSGIISPTCFNVIGNGVVVNLDAFFSELAHNGILEESGWEKRIMISSEAHLVFGVHSQVDGRQEDSLAAKNKIGTTNRGIGPTYSSKCFRNGIRVADLMADFEEFSEKYRRLVEHYKKQFPSIEVNVDEELAKFKQHREKLAELKLVGDTVGFIHEQRNAGKQVLVEGANGALLDIDFGTYPYVTSSNSTVGGACTGIGVPPTAVGNVIGVVKAY.... Result: 1 (interaction). (4) The miRNA is bta-miR-27b with sequence UUCACAGUGGCUAAGUUCUGC. The protein sequence of the target gene is MSAQAQMRAMLDQLMGTSRDGDTTRQRIKFSDDRVCKSHLLNCCPHDVLSGTRMDLGECLKVHDLALRADYEIASKEQDFFFELDAMDHLQSFIADCDRRTEVAKKRLAETQEEISAEVAAKAERVHELNEEIGKLLAKVEQLGAEGNVEESQKVMDEVEKARAKKREAEEVYRNSMPASSFQQQKLRVCEVCSAYLGLHDNDRRLADHFGGKLHLGFIEIREKLEELKRVVAEKQEKRNQERLKRREEREREEREKLRRSRSHSKNPKRSRSREHRRHRSRSMSRERKRRTRSKSREKR.... Result: 0 (no interaction).